The task is: Predict which catalyst facilitates the given reaction.. This data is from Catalyst prediction with 721,799 reactions and 888 catalyst types from USPTO. Reactant: C[O:2][C:3](=O)[C:4]1[CH:9]=[CH:8][CH:7]=[C:6]([NH:10][C:11]2[S:15][C:14]([CH3:16])=[N:13][C:12]=2[C:17](=[O:26])[NH:18][C:19]2[CH:24]=[CH:23][N:22]=[C:21]([CH3:25])[CH:20]=2)[CH:5]=1.O.[OH-].[Na+]. Product: [CH3:25][C:21]1[CH:20]=[C:19]([NH:18][C:17]([C:12]2[N:13]=[C:14]([CH3:16])[S:15][C:11]=2[NH:10][C:6]2[CH:7]=[CH:8][CH:9]=[C:4]([CH2:3][OH:2])[CH:5]=2)=[O:26])[CH:24]=[CH:23][N:22]=1. The catalyst class is: 1.